From a dataset of Full USPTO retrosynthesis dataset with 1.9M reactions from patents (1976-2016). Predict the reactants needed to synthesize the given product. (1) Given the product [CH3:1][C:2]1[CH:11]=[CH:10][C:9]2[C:4](=[CH:5][CH:6]=[CH:7][C:8]=2[O:12][CH2:13][CH2:14][N:15]2[CH2:20][CH2:19][C:18](=[CH:21][C:22]3[CH:23]=[C:24]([CH:29]=[CH:30][CH:31]=3)[C:25]([OH:27])=[O:26])[CH2:17][CH2:16]2)[N:3]=1, predict the reactants needed to synthesize it. The reactants are: [CH3:1][C:2]1[CH:11]=[CH:10][C:9]2[C:4](=[CH:5][CH:6]=[CH:7][C:8]=2[O:12][CH2:13][CH2:14][N:15]2[CH2:20][CH2:19][C:18](=[CH:21][C:22]3[CH:23]=[C:24]([CH:29]=[CH:30][CH:31]=3)[C:25]([O:27]C)=[O:26])[CH2:17][CH2:16]2)[N:3]=1.[OH-].[Na+]. (2) Given the product [Cl:1][C:2]1[CH:7]=[CH:6][C:5](/[CH:8]=[CH:14]/[N:15]([CH3:17])[CH3:16])=[C:4]([N+:9]([O-:11])=[O:10])[CH:3]=1, predict the reactants needed to synthesize it. The reactants are: [Cl:1][C:2]1[CH:7]=[CH:6][C:5]([CH3:8])=[C:4]([N+:9]([O-:11])=[O:10])[CH:3]=1.CO[CH:14](OC)[N:15]([CH3:17])[CH3:16]. (3) Given the product [ClH:1].[C:14]([C:18]1[N:23]=[C:22]([N:24]2[CH2:29][CH2:28][N:27]([CH2:2][CH2:3][CH2:4][CH2:5][N:6]3[C:11](=[O:12])[NH:10][C:9](=[O:13])[CH:8]=[N:7]3)[CH2:26][CH2:25]2)[CH:21]=[C:20]([CH:30]([F:31])[F:32])[N:19]=1)([CH3:17])([CH3:15])[CH3:16], predict the reactants needed to synthesize it. The reactants are: [Cl:1][CH2:2][CH2:3][CH2:4][CH2:5][N:6]1[C:11](=[O:12])[NH:10][C:9](=[O:13])[CH:8]=[N:7]1.[C:14]([C:18]1[N:23]=[C:22]([N:24]2[CH2:29][CH2:28][NH:27][CH2:26][CH2:25]2)[CH:21]=[C:20]([CH:30]([F:32])[F:31])[N:19]=1)([CH3:17])([CH3:16])[CH3:15]. (4) Given the product [C:22]([O:21][C:19]([NH:26][NH:27][CH:2]1[CH2:7][CH:6]2[CH2:8][CH:3]1[CH2:4][N:5]2[C:9]([O:11][CH2:12][C:13]1[CH:18]=[CH:17][CH:16]=[CH:15][CH:14]=1)=[O:10])=[O:20])([CH3:25])([CH3:24])[CH3:23], predict the reactants needed to synthesize it. The reactants are: O=[C:2]1[CH2:7][CH:6]2[CH2:8][CH:3]1[CH2:4][N:5]2[C:9]([O:11][CH2:12][C:13]1[CH:18]=[CH:17][CH:16]=[CH:15][CH:14]=1)=[O:10].[C:19]([NH:26][NH2:27])([O:21][C:22]([CH3:25])([CH3:24])[CH3:23])=[O:20].[BH3-]C#N.[Na+].C1(C)C=CC(S(O)(=O)=O)=CC=1. (5) Given the product [S:31]([C:28]1[CH:29]=[CH:30][C:25]([CH3:24])=[CH:26][CH:27]=1)([OH:34])(=[O:33])=[O:32].[S:31]([C:28]1[CH:29]=[CH:30][C:25]([CH3:24])=[CH:26][CH:27]=1)([OH:34])(=[O:33])=[O:32].[S:31]([C:28]1[CH:29]=[CH:30][C:25]([CH3:24])=[CH:26][CH:27]=1)([OH:34])(=[O:33])=[O:32].[CH3:1][N:2]1[CH2:8][C@@H:7]2[C@H:3]1[CH2:4][N:5]([C:9]1[CH:10]=[C:11]([C:15]3[CH:16]=[CH:17][CH:18]=[C:19]4[C:23]=3[NH:22][CH:21]=[CH:20]4)[CH:12]=[N:13][CH:14]=1)[CH2:6]2, predict the reactants needed to synthesize it. The reactants are: [CH3:1][N:2]1[CH2:8][C@@H:7]2[C@H:3]1[CH2:4][N:5]([C:9]1[CH:10]=[C:11]([C:15]3[CH:16]=[CH:17][CH:18]=[C:19]4[C:23]=3[NH:22][CH:21]=[CH:20]4)[CH:12]=[N:13][CH:14]=1)[CH2:6]2.[CH3:24][C:25]1[CH:26]=[CH:27][C:28]([S:31]([OH:34])(=[O:33])=[O:32])=[CH:29][CH:30]=1.O. (6) The reactants are: [CH3:1][C:2]([CH3:19])([CH3:18])[CH2:3][NH:4][C:5]1[C:14]2[C:9](=[CH:10][CH:11]=[C:12]([OH:15])[CH:13]=2)[N:8]=[C:7]([C:16]#[N:17])[N:6]=1.Cl.Cl[CH2:22][C:23]1[CH:24]=[N:25][CH:26]=[CH:27][CH:28]=1.C(=O)([O-])[O-].[Cs+].[Cs+].O. Given the product [CH3:1][C:2]([CH3:19])([CH3:18])[CH2:3][NH:4][C:5]1[C:14]2[C:9](=[CH:10][CH:11]=[C:12]([O:15][CH2:22][C:23]3[CH:24]=[N:25][CH:26]=[CH:27][CH:28]=3)[CH:13]=2)[N:8]=[C:7]([C:16]#[N:17])[N:6]=1, predict the reactants needed to synthesize it. (7) Given the product [F:1][C:2]1[C:3]([C:31]2[CH:36]=[CH:35][CH:34]=[CH:33][CH:32]=2)=[C:4]([CH3:30])[C:5]([C:28]#[N:29])=[C:6]2[C:10]=1[O:9][C:8]([N:11]([CH3:27])[CH2:12][C:13]1[NH:14][N:15]=[CH:16][N:17]=1)=[N:7]2, predict the reactants needed to synthesize it. The reactants are: [F:1][C:2]1[C:3]([C:31]2[CH:36]=[CH:35][CH:34]=[CH:33][CH:32]=2)=[C:4]([CH3:30])[C:5]([C:28]#[N:29])=[C:6]2[C:10]=1[O:9][C:8]([N:11]([CH3:27])[CH2:12][C:13]1[N:14](CC3C=CC(OC)=CC=3)[N:15]=[CH:16][N:17]=1)=[N:7]2. (8) Given the product [CH3:14][O:13][C:12]1([O:15][CH3:16])[C:10]2[C:5](=[CH:4][CH:3]=[CH:2][CH:1]=2)[CH2:6][CH2:7][CH2:8]1, predict the reactants needed to synthesize it. The reactants are: [C:1]1(=O)[C:10]2[C:5](=[CH:6][CH:7]=[CH:8]C=2)[CH2:4][CH2:3][CH2:2]1.[CH:12](OC)([O:15][CH3:16])[O:13][CH3:14].F[P-](F)(F)(F)(F)F.[H+].C([O-])(O)=O.[Na+]. (9) The reactants are: Cl.[CH3:2][NH:3][CH2:4][CH2:5][CH2:6][S:7][CH2:8][CH2:9][OH:10].[C:11]1([CH2:17][CH:18]=O)[CH:16]=[CH:15][CH:14]=[CH:13][CH:12]=1.C(O)(=O)C.C(O[BH-](OC(=O)C)OC(=O)C)(=O)C.[Na+]. Given the product [CH3:2][N:3]([CH2:18][CH2:17][C:11]1[CH:16]=[CH:15][CH:14]=[CH:13][CH:12]=1)[CH2:4][CH2:5][CH2:6][S:7][CH2:8][CH2:9][OH:10], predict the reactants needed to synthesize it.